Predict which catalyst facilitates the given reaction. From a dataset of Catalyst prediction with 721,799 reactions and 888 catalyst types from USPTO. (1) Reactant: [Cl-].[CH3:2][O:3][C:4](=[O:14])[C:5]1[CH:13]=[CH:12][C:8]([C:9]([OH:11])=O)=[CH:7][CH:6]=1.[N:15]1([CH2:21][CH2:22][CH2:23][NH2:24])[CH2:20][CH2:19][CH2:18][CH2:17][CH2:16]1.C(N(CC)CC)C. Product: [CH3:2][O:3][C:4](=[O:14])[C:5]1[CH:6]=[CH:7][C:8]([C:9]([NH:24][CH2:23][CH2:22][CH2:21][N:15]2[CH2:20][CH2:19][CH2:18][CH2:17][CH2:16]2)=[O:11])=[CH:12][CH:13]=1. The catalyst class is: 4. (2) Reactant: [CH2:1]([O:3][C:4](=[O:15])[CH2:5][CH2:6][NH:7][CH:8]1[CH2:13][CH:12]2[CH2:14][CH:9]1[CH2:10][CH2:11]2)[CH3:2].[CH2:16]([O:18][C:19]([C:21]1[C:22](Cl)=[N:23][C:24]([S:27][CH3:28])=[N:25][CH:26]=1)=[O:20])[CH3:17].C(N(CC)CC)C.O. Product: [CH2:16]([O:18][C:19]([C:21]1[C:22]([N:7]([CH:8]2[CH2:13][CH:12]3[CH2:14][CH:9]2[CH2:10][CH2:11]3)[CH2:6][CH2:5][C:4]([O:3][CH2:1][CH3:2])=[O:15])=[N:23][C:24]([S:27][CH3:28])=[N:25][CH:26]=1)=[O:20])[CH3:17]. The catalyst class is: 2. (3) Reactant: CO[C:3]1[CH:8]=[C:7]([N+:9]([O-])=[O:10])[C:6]([Br:12])=[CH:5][C:4]=1[F:13].[C:14](O)(=O)C.C(O)C.C(=O)([O-])[O-].[K+].[K+]. Product: [Br:12][C:6]1[CH:5]=[C:4]([F:13])[CH:3]=[CH:8][C:7]=1[NH:9][O:10][CH3:14]. The catalyst class is: 693. (4) Reactant: Cl.[CH2:2]([O:4][C:5](=[O:9])[C@H:6]([CH3:8])[NH2:7])[CH3:3].[P:10](Cl)(Cl)(=[O:18])[O:11][C:12]1[CH:17]=[CH:16][CH:15]=[CH:14][CH:13]=1.CN1C=CN=C1.[C:27]([O:41][CH2:42][CH3:43])(=[O:40])[CH2:28][CH2:29][NH:30][C:31](=[O:39])[C@@H:32]([C:34]([CH2:37][OH:38])([CH3:36])[CH3:35])[OH:33]. Product: [CH2:2]([O:4][C:5](=[O:9])[C@@H:6]([NH:7][P:10]([O:38][CH2:37][C:34]([CH3:36])([CH3:35])[C@@H:32]([OH:33])[C:31]([NH:30][CH2:29][CH2:28][C:27]([O:41][CH2:42][CH3:43])=[O:40])=[O:39])([O:11][C:12]1[CH:17]=[CH:16][CH:15]=[CH:14][CH:13]=1)=[O:18])[CH3:8])[CH3:3]. The catalyst class is: 61. (5) Reactant: [Cl:1][C:2]1[N:3]=[CH:4][N:5](COCC[Si](C)(C)C)[C:6]=1[C:7]([NH:9][CH2:10][C:11]1[CH:16]=[CH:15][C:14]([Cl:17])=[C:13]([O:18][C:19]2[CH:24]=[C:23]([C:25]#[CH:26])[CH:22]=[C:21]([C:27]#[N:28])[CH:20]=2)[C:12]=1[F:29])=[O:8].C(O)(C(F)(F)F)=O. Product: [Cl:1][C:2]1[N:3]=[CH:4][NH:5][C:6]=1[C:7]([NH:9][CH2:10][C:11]1[CH:16]=[CH:15][C:14]([Cl:17])=[C:13]([O:18][C:19]2[CH:24]=[C:23]([C:25]#[CH:26])[CH:22]=[C:21]([C:27]#[N:28])[CH:20]=2)[C:12]=1[F:29])=[O:8]. The catalyst class is: 2. (6) Reactant: [N+:1]([C:4]1[CH:5]=[C:6]([CH:22]=[CH:23][CH:24]=1)[CH2:7][NH:8][C:9]1[CH:10]=[C:11]([C:15]2[CH:16]=[C:17]([OH:21])[CH:18]=[CH:19][CH:20]=2)[CH:12]=[N:13][CH:14]=1)([O-])=O. Product: [NH2:1][C:4]1[CH:5]=[C:6]([CH:22]=[CH:23][CH:24]=1)[CH2:7][NH:8][C:9]1[CH:10]=[C:11]([C:15]2[CH:16]=[C:17]([OH:21])[CH:18]=[CH:19][CH:20]=2)[CH:12]=[N:13][CH:14]=1. The catalyst class is: 45. (7) Reactant: [Cl:1][C:2]1[C:7]([CH:8]=O)=[CH:6][N:5]=[CH:4][CH:3]=1.Cl.[NH2:11]O.C([O-])(=O)C.[Na+]. Product: [Cl:1][C:2]1[C:7]([C:8]#[N:11])=[CH:6][N:5]=[CH:4][CH:3]=1. The catalyst class is: 5.